Predict the reactants needed to synthesize the given product. From a dataset of Full USPTO retrosynthesis dataset with 1.9M reactions from patents (1976-2016). (1) Given the product [Br:21][C:22]1[CH:27]=[CH:26][C:25]([O:37][CH:33]2[CH2:34][CH2:35][CH2:36][N:31]([CH2:29][CH3:30])[CH2:32]2)=[CH:24][CH:23]=1, predict the reactants needed to synthesize it. The reactants are: C(=O)([O-])[O-].[Cs+].[Cs+].N1C2C(=CC=C3C=2N=CC=C3)C=CC=1.[Br:21][C:22]1[CH:27]=[CH:26][C:25](I)=[CH:24][CH:23]=1.[CH2:29]([N:31]1[CH2:36][CH2:35][CH2:34][CH:33]([OH:37])[CH2:32]1)[CH3:30]. (2) Given the product [NH2:1][C:2]1[C:7]2[N:6]([C:17](=[O:23])[NH:10][N:11]=2)[CH:5]=[N:4][C:3]=1[Cl:9], predict the reactants needed to synthesize it. The reactants are: [NH2:1][C:2]1[C:3]([Cl:9])=[N:4][CH:5]=[N:6][C:7]=1Cl.[NH2:10][NH2:11].O.ClC(Cl)(O[C:17](=[O:23])OC(Cl)(Cl)Cl)Cl. (3) Given the product [CH3:53][O:52][C:49]1[CH:50]=[CH:51][C:46]([C:44]2[S:45][C:41]3[CH:40]=[C:39]([O:38][CH3:37])[CH:58]=[CH:57][C:42]=3[N:43]=2)=[C:47]([NH2:54])[CH:48]=1, predict the reactants needed to synthesize it. The reactants are: ClC1SC2C=C(OC)C=CC=2N=1.C([Sn](CCCC)(CCCC)C1C=CC(OC)=CC=1[N+]([O-])=O)CCC.[CH3:37][O:38][C:39]1[CH:58]=[CH:57][C:42]2[N:43]=[C:44]([C:46]3[CH:51]=[CH:50][C:49]([O:52][CH3:53])=[CH:48][C:47]=3[N+:54]([O-])=O)[S:45][C:41]=2[CH:40]=1.O.O.[Sn](Cl)Cl.N. (4) Given the product [C:1]([O:5][C:6]([N:8]([CH2:22][C@@H:21]([NH:20][C:46]([O:48][C:43]([CH3:42])([CH3:38])[CH3:57])=[O:47])[CH3:24])[C:9]1[S:10][C:11]([C:15]([O:17][CH2:18][CH3:19])=[O:16])=[C:12]([CH3:14])[N:13]=1)=[O:7])([CH3:4])([CH3:3])[CH3:2], predict the reactants needed to synthesize it. The reactants are: [C:1]([O:5][C:6]([NH:8][C:9]1[S:10][C:11]([C:15]([O:17][CH2:18][CH3:19])=[O:16])=[C:12]([CH3:14])[N:13]=1)=[O:7])([CH3:4])([CH3:3])[CH3:2].[NH2:20][C@@H:21]([CH3:24])[CH2:22]O.C1(P([C:38]2[CH:43]=[CH:42]C=CC=2)C2C=CC=CN=2)C=CC=CC=1.N(C(OCC)=O)=N[C:46]([O:48]CC)=[O:47].O1CCC[CH2:57]1. (5) The reactants are: [C:1]1([CH:7]([C:20]2[CH:25]=[CH:24][CH:23]=[CH:22][CH:21]=2)[CH2:8][CH2:9][NH:10][C:11](=[O:19])[C:12]2[CH:17]=[CH:16][C:15]([OH:18])=[N:14][CH:13]=2)[CH:6]=[CH:5][CH:4]=[CH:3][CH:2]=1.Cl[CH2:27][CH2:28][N:29]1[CH2:34][CH2:33][O:32][CH2:31][CH2:30]1. Given the product [C:20]1([CH:7]([C:1]2[CH:2]=[CH:3][CH:4]=[CH:5][CH:6]=2)[CH2:8][CH2:9][NH:10][C:11]([C:12]2[CH:17]=[CH:16][C:15](=[O:18])[N:14]([CH2:27][CH2:28][N:29]3[CH2:34][CH2:33][O:32][CH2:31][CH2:30]3)[CH:13]=2)=[O:19])[CH:25]=[CH:24][CH:23]=[CH:22][CH:21]=1, predict the reactants needed to synthesize it.